From a dataset of Forward reaction prediction with 1.9M reactions from USPTO patents (1976-2016). Predict the product of the given reaction. (1) Given the reactants [Br:1][C:2]1[C:11]([OH:12])=[CH:10][CH:9]=[C:8]2[C:3]=1[CH:4]=[CH:5][C:6]([C:13]1[O:14][C:15]3[CH:27]=[CH:26][CH:25]=[CH:24][C:16]=3[C:17]=1[C:18](=[O:23])[CH2:19][CH2:20][CH2:21][CH3:22])=[CH:7]2.O[CH:29]([CH2:35][C:36]1[CH:41]=[CH:40][CH:39]=[CH:38][CH:37]=1)[C:30]([O:32][CH2:33][CH3:34])=[O:31].C1(P(C2C=CC=CC=2)C2C=CC=CC=2)C=CC=CC=1.CC(OC(/N=N/C(OC(C)C)=O)=O)C, predict the reaction product. The product is: [Br:1][C:2]1[C:3]2[C:8](=[CH:7][C:6]([C:13]3[O:14][C:15]4[CH:27]=[CH:26][CH:25]=[CH:24][C:16]=4[C:17]=3[C:18](=[O:23])[CH2:19][CH2:20][CH2:21][CH3:22])=[CH:5][CH:4]=2)[CH:9]=[CH:10][C:11]=1[O:12][CH:29]([CH2:35][C:36]1[CH:37]=[CH:38][CH:39]=[CH:40][CH:41]=1)[C:30]([O:32][CH2:33][CH3:34])=[O:31]. (2) Given the reactants [CH3:1][C:2]1([CH3:15])[O:11][C:10]2[C:5](=[CH:6][C:7]([C:12]#[N:13])=[CH:8][CH:9]=2)[CH:4]2O[CH:3]12.[C:16]1([C:22]2[NH:23][CH:24]=[CH:25][N:26]=2)[CH:21]=[CH:20][CH:19]=[CH:18][CH:17]=1, predict the reaction product. The product is: [CH3:1][C:2]1([CH3:15])[CH:3]=[C:4]([N:23]2[CH:24]=[CH:25][N:26]=[C:22]2[C:16]2[CH:21]=[CH:20][CH:19]=[CH:18][CH:17]=2)[C:5]2[C:10](=[CH:9][CH:8]=[C:7]([C:12]#[N:13])[CH:6]=2)[O:11]1. (3) The product is: [F:1][C:2]1[CH:3]=[C:4]([C:8]2[N:9]=[CH:10][CH:11]=[CH:15][C:16]=2[C:20]([NH:50][CH:51]2[CH2:52][N:53]([C:55]([O:57][C:58]([CH3:61])([CH3:60])[CH3:59])=[O:56])[CH2:54]2)=[O:24])[CH:5]=[CH:6][CH:7]=1. Given the reactants [F:1][C:2]1[CH:3]=[C:4]([C:8]2[CH:16]=[CH:15][C:11](C(O)=O)=[CH:10][N:9]=2)[CH:5]=[CH:6][CH:7]=1.CN([C:20]([O:24]N1N=NC2C=CC=CC1=2)=[N+](C)C)C.F[P-](F)(F)(F)(F)F.CCN(C(C)C)C(C)C.[NH2:50][CH:51]1[CH2:54][N:53]([C:55]([O:57][C:58]([CH3:61])([CH3:60])[CH3:59])=[O:56])[CH2:52]1, predict the reaction product. (4) Given the reactants [OH:1][C:2]([C:5]1[N:6]([CH3:18])[C:7]([C:10]2[S:11][CH:12]=[C:13]([C:15]([OH:17])=O)[N:14]=2)=[N:8][N:9]=1)([CH3:4])[CH3:3].Cl.[CH3:20][C@H:21]1[CH2:25][CH2:24][CH2:23][NH:22]1.CCN(C(C)C)C(C)C.CN(C(ON1N=NC2C=CC=NC1=2)=[N+](C)C)C.F[P-](F)(F)(F)(F)F, predict the reaction product. The product is: [OH:1][C:2]([C:5]1[N:6]([CH3:18])[C:7]([C:10]2[S:11][CH:12]=[C:13]([C:15]([N:22]3[CH2:23][CH2:24][CH2:25][C@@H:21]3[CH3:20])=[O:17])[N:14]=2)=[N:8][N:9]=1)([CH3:3])[CH3:4]. (5) Given the reactants [C:1]([O:5][C:6]([N:8]1[CH2:13][CH2:12][CH:11]([C:14]2[C:19](Br)=[CH:18][CH:17]=[CH:16][N:15]=2)[CH2:10][CH2:9]1)=[O:7])([CH3:4])([CH3:3])[CH3:2].[NH:21]1[C:29]2[C:24](=[CH:25][CH:26]=[CH:27][CH:28]=2)[CH2:23][CH2:22]1.C1C=CC(P(C2C(C3C(P(C4C=CC=CC=4)C4C=CC=CC=4)=CC=C4C=3C=CC=C4)=C3C(C=CC=C3)=CC=2)C2C=CC=CC=2)=CC=1.C(O[Na])(C)(C)C, predict the reaction product. The product is: [C:1]([O:5][C:6]([N:8]1[CH2:13][CH2:12][CH:11]([C:14]2[C:19]([N:21]3[C:29]4[C:24](=[CH:25][CH:26]=[CH:27][CH:28]=4)[CH2:23][CH2:22]3)=[CH:18][CH:17]=[CH:16][N:15]=2)[CH2:10][CH2:9]1)=[O:7])([CH3:4])([CH3:3])[CH3:2]. (6) The product is: [Cl:23][C:21]1[CH:20]=[CH:19][C:18]2[C:24]3[C:25]([CH:14]([CH2:13][C:12]([N:9]4[CH2:10][CH2:11][CH:6]([CH2:5][C:4]([OH:43])=[O:3])[CH2:7][CH2:8]4)=[O:42])[O:15][CH:16]([C:32]4[CH:37]=[CH:36][CH:35]=[C:34]([O:38][CH3:39])[C:33]=4[O:40][CH3:41])[C:17]=2[CH:22]=1)=[N:26][O:27][C:28]=3[CH:29]([CH3:31])[CH3:30]. Given the reactants C([O:3][C:4](=[O:43])[CH2:5][CH:6]1[CH2:11][CH2:10][N:9]([C:12](=[O:42])[CH2:13][CH:14]2[C:25]3=[N:26][O:27][C:28]([CH:29]([CH3:31])[CH3:30])=[C:24]3[C:18]3[CH:19]=[CH:20][C:21]([Cl:23])=[CH:22][C:17]=3[CH:16]([C:32]3[CH:37]=[CH:36][CH:35]=[C:34]([O:38][CH3:39])[C:33]=3[O:40][CH3:41])[O:15]2)[CH2:8][CH2:7]1)C.Cl.O, predict the reaction product. (7) Given the reactants [CH3:1][C:2]([OH:16])([C:4]1[CH:9]=[CH:8][C:7]([C:10]2[CH:15]=[CH:14][CH:13]=[CH:12][CH:11]=2)=[CH:6][CH:5]=1)[CH3:3].N1C=CC=CC=1.[C:23]1([O:29][C:30](Cl)=[O:31])[CH:28]=[CH:27][CH:26]=[CH:25][CH:24]=1, predict the reaction product. The product is: [C:30](=[O:31])([O:29][C:23]1[CH:28]=[CH:27][CH:26]=[CH:25][CH:24]=1)[O:16][C:2]([C:4]1[CH:9]=[CH:8][C:7]([C:10]2[CH:11]=[CH:12][CH:13]=[CH:14][CH:15]=2)=[CH:6][CH:5]=1)([CH3:1])[CH3:3]. (8) Given the reactants Br[C:2]1[CH:9]=[CH:8][C:5]([C:6]#[N:7])=[CH:4][N:3]=1.[N:10]1([C:20]([O:22][C:23]([CH3:26])([CH3:25])[CH3:24])=[O:21])[CH2:15][CH2:14][NH:13][CH:12]([C:16]([O:18][CH3:19])=[O:17])[CH2:11]1.C(OC(C)(C)C)=O, predict the reaction product. The product is: [C:6]([C:5]1[CH:8]=[CH:9][C:2]([N:13]2[CH2:14][CH2:15][N:10]([C:20]([O:22][C:23]([CH3:24])([CH3:25])[CH3:26])=[O:21])[CH2:11][CH:12]2[C:16]([O:18][CH3:19])=[O:17])=[N:3][CH:4]=1)#[N:7]. (9) Given the reactants Cl.[CH3:2][N:3]([CH3:8])[CH2:4][C:5](O)=O.[CH:9]1[C:18]2[C:13](=[CH:14][CH:15]=[CH:16][CH:17]=2)[CH:12]=[CH:11][C:10]=1[OH:19].C([O-])([O-])=O.[Cs+].[Cs+], predict the reaction product. The product is: [CH3:2][N:3]1[C:8]2[C:11](=[C:10]([O:19][C:10]3[CH:11]=[CH:12][C:13]4[C:18](=[CH:17][CH:16]=[CH:15][CH:14]=4)[CH:9]=3)[CH:9]=[CH:18][CH:17]=2)[CH:5]=[CH:4]1.